Dataset: TCR-epitope binding with 47,182 pairs between 192 epitopes and 23,139 TCRs. Task: Binary Classification. Given a T-cell receptor sequence (or CDR3 region) and an epitope sequence, predict whether binding occurs between them. (1) The TCR CDR3 sequence is CASSRNRGTETQYF. The epitope is NLNESLIDL. Result: 1 (the TCR binds to the epitope). (2) The epitope is LEPLVDLPI. The TCR CDR3 sequence is CASSPVGGVVAGTDTQYF. Result: 1 (the TCR binds to the epitope). (3) The epitope is YSEHPTFTSQY. The TCR CDR3 sequence is CASSFEDTNYGYTF. Result: 0 (the TCR does not bind to the epitope). (4) The epitope is LPRRSGAAGA. The TCR CDR3 sequence is CAISTGDSNQPQHF. Result: 0 (the TCR does not bind to the epitope). (5) The epitope is FLNGSCGSV. The TCR CDR3 sequence is CASSPSGDGYTF. Result: 1 (the TCR binds to the epitope). (6) The epitope is TLDSKTQSL. The TCR CDR3 sequence is CASSSDRSWTDEAFF. Result: 0 (the TCR does not bind to the epitope).